From a dataset of Reaction yield outcomes from USPTO patents with 853,638 reactions. Predict the reaction yield, written as a fraction of the theoretical maximum amount of product (1.0 means a 100% yield; for example, 0.34 means a 34% yield). (1) The reactants are [CH2:1]([O:8][C:9]1[C:10]([C:30]([O:32][C:33]([CH3:36])([CH3:35])[CH3:34])=[O:31])=[N:11][C:12]([CH2:16][CH:17]2[CH2:22][CH2:21][N:20]([C:23]3[N:28]=[CH:27][C:26](Br)=[CH:25][N:24]=3)[CH2:19][CH2:18]2)=[N:13][C:14]=1[CH3:15])[C:2]1[CH:7]=[CH:6][CH:5]=[CH:4][CH:3]=1.[C:37]1(B(O)O)[CH:42]=[CH:41][CH:40]=[CH:39][CH:38]=1.O.P([O-])([O-])([O-])=O.[K+].[K+].[K+]. The catalyst is COCCOC.C1C=CC(P(C2C=CC=CC=2)[C-]2C=CC=C2)=CC=1.C1C=CC(P(C2C=CC=CC=2)[C-]2C=CC=C2)=CC=1.Cl[Pd]Cl.[Fe+2].ClCCl. The product is [CH2:1]([O:8][C:9]1[C:10]([C:30]([O:32][C:33]([CH3:36])([CH3:35])[CH3:34])=[O:31])=[N:11][C:12]([CH2:16][CH:17]2[CH2:22][CH2:21][N:20]([C:23]3[N:28]=[CH:27][C:26]([C:37]4[CH:42]=[CH:41][CH:40]=[CH:39][CH:38]=4)=[CH:25][N:24]=3)[CH2:19][CH2:18]2)=[N:13][C:14]=1[CH3:15])[C:2]1[CH:7]=[CH:6][CH:5]=[CH:4][CH:3]=1. The yield is 0.830. (2) The reactants are [F:1][C:2]1[CH:26]=[CH:25][CH:24]=[C:23]([F:27])[C:3]=1[C:4]([NH:6][C:7]1[S:8][C:9]([C:16]2[CH:21]=[CH:20][CH:19]=[C:18]([F:22])[CH:17]=2)=[C:10]([C:12](OC)=[O:13])[N:11]=1)=[O:5].[H-].[Al+3].[Li+].[H-].[H-].[H-]. The catalyst is C1COCC1. The product is [F:1][C:2]1[CH:26]=[CH:25][CH:24]=[C:23]([F:27])[C:3]=1[C:4]([NH:6][C:7]1[S:8][C:9]([C:16]2[CH:21]=[CH:20][CH:19]=[C:18]([F:22])[CH:17]=2)=[C:10]([CH2:12][OH:13])[N:11]=1)=[O:5]. The yield is 0.920. (3) The reactants are [NH2:1][C:2]1[CH:3]=[C:4]2[C:20](=[O:21])[NH:19][N:18]=[CH:17][C:6]3=[C:7]([C:11]4[CH:16]=[CH:15][CH:14]=[CH:13][CH:12]=4)[NH:8][C:9]([CH:10]=1)=[C:5]23.[CH3:22][C:23]1[N:24]=[N:25][S:26][C:27]=1[C:28](O)=[O:29].C(N(CC)CC)C.F[P-](F)(F)(F)(F)F.N1(OC(N(C)C)=[N+](C)C)C2N=CC=CC=2N=N1. The catalyst is CN(C)C=O.C(OCC)C. The product is [O:21]=[C:20]1[C:4]2[C:5]3[C:6](=[C:7]([C:11]4[CH:12]=[CH:13][CH:14]=[CH:15][CH:16]=4)[NH:8][C:9]=3[CH:10]=[C:2]([NH:1][C:28]([C:27]3[S:26][N:25]=[N:24][C:23]=3[CH3:22])=[O:29])[CH:3]=2)[CH:17]=[N:18][NH:19]1. The yield is 0.320. (4) The reactants are [C:1]([C:3]1[C:11]2[C:6](=[CH:7][CH:8]=[C:9]([C:12]([O:14]C)=[O:13])[CH:10]=2)[NH:5][N:4]=1)#[N:2].OO.NC(N)=[O:20].C(#N)C.ClCCl. The catalyst is CO.[OH-].[Na+].O. The product is [C:1]([C:3]1[C:11]2[C:6](=[CH:7][CH:8]=[C:9]([C:12]([OH:14])=[O:13])[CH:10]=2)[NH:5][N:4]=1)(=[O:20])[NH2:2]. The yield is 0.770.